From a dataset of Reaction yield outcomes from USPTO patents with 853,638 reactions. Predict the reaction yield, written as a fraction of the theoretical maximum amount of product (1.0 means a 100% yield; for example, 0.34 means a 34% yield). (1) The reactants are [C:1]([O:5][P:6]([O:13][CH2:14][C:15]1[CH:24]=[CH:23][C:18]([C:19]([O:21]C)=[O:20])=[CH:17][CH:16]=1)([O:8][C:9]([CH3:12])([CH3:11])[CH3:10])=[O:7])([CH3:4])([CH3:3])[CH3:2].[OH-].[Na+].C(O)C. The catalyst is C1COCC1.O. The product is [C:9]([O:8][P:6]([O:13][CH2:14][C:15]1[CH:16]=[CH:17][C:18]([C:19]([OH:21])=[O:20])=[CH:23][CH:24]=1)([O:5][C:1]([CH3:4])([CH3:3])[CH3:2])=[O:7])([CH3:10])([CH3:11])[CH3:12]. The yield is 0.610. (2) The reactants are Br[C:2]1[C:10]([N+:11]([O-:13])=[O:12])=[CH:9][C:8]([Br:14])=[CH:7][C:3]=1[C:4]([OH:6])=[O:5].[Cl:15][C:16]1[CH:23]=[CH:22][CH:21]=[CH:20][C:17]=1[CH2:18][NH2:19].[OH-].[Na+].CCOCC. The catalyst is C1(C)C=CC=CC=1. The product is [Br:14][C:8]1[CH:9]=[C:10]([N+:11]([O-:13])=[O:12])[C:2]([NH:19][CH2:18][C:17]2[CH:20]=[CH:21][CH:22]=[CH:23][C:16]=2[Cl:15])=[C:3]([CH:7]=1)[C:4]([OH:6])=[O:5]. The yield is 0.615. (3) The reactants are [CH2:1]([NH:4][S:5]([C:8]1[C:13]([Cl:14])=[CH:12][CH:11]=[C:10]([N+:15]([O-:17])=[O:16])[C:9]=1C(=O)C)(=[O:7])=[O:6])[CH:2]=[CH2:3].Cl[Si](C)(C)C.C([OH:28])C. The catalyst is S(=O)(=O)(O)O. The product is [CH2:1]([NH:4][S:5]([C:8]1[C:13]([Cl:14])=[CH:12][CH:11]=[C:10]([N+:15]([O-:17])=[O:16])[C:9]=1[OH:28])(=[O:7])=[O:6])[CH:2]=[CH2:3]. The yield is 1.00.